From a dataset of Full USPTO retrosynthesis dataset with 1.9M reactions from patents (1976-2016). Predict the reactants needed to synthesize the given product. Given the product [CH3:27][CH:15]1[C:16]2[CH:17]=[CH:18][CH:19]=[C:20]([C:24]([NH2:25])=[O:26])[C:21]=2[C:22](=[O:23])[N:14]1[CH:11]1[CH2:12][CH2:13][NH:8][CH2:9][CH2:10]1, predict the reactants needed to synthesize it. The reactants are: C(OC([N:8]1[CH2:13][CH2:12][CH:11]([N:14]2[C:22](=[O:23])[C:21]3[C:16](=[CH:17][CH:18]=[CH:19][C:20]=3[C:24](=[O:26])[NH2:25])[CH:15]2[CH3:27])[CH2:10][CH2:9]1)=O)(C)(C)C.O1CCOCC1.